Dataset: Full USPTO retrosynthesis dataset with 1.9M reactions from patents (1976-2016). Task: Predict the reactants needed to synthesize the given product. Given the product [N:18]1[CH:19]=[CH:20][CH:21]=[C:16]([N:5]2[CH2:6][C@H:1]3[CH2:7][C@@H:4]2[CH2:3][N:2]3[C:8]([O:10][C:11]([CH3:14])([CH3:13])[CH3:12])=[O:9])[CH:17]=1, predict the reactants needed to synthesize it. The reactants are: [C@@H:1]12[CH2:7][C@@H:4]([NH:5][CH2:6]1)[CH2:3][N:2]2[C:8]([O:10][C:11]([CH3:14])([CH3:13])[CH3:12])=[O:9].Br[C:16]1[CH:17]=[N:18][CH:19]=[CH:20][CH:21]=1.